Dataset: Full USPTO retrosynthesis dataset with 1.9M reactions from patents (1976-2016). Task: Predict the reactants needed to synthesize the given product. (1) Given the product [CH3:6][C:7]1[CH:12]=[C:11]([CH3:13])[CH:10]=[CH:9][C:8]=1[NH:14][CH2:1][CH:2]([CH3:4])[CH3:3], predict the reactants needed to synthesize it. The reactants are: [CH:1](=O)[CH:2]([CH3:4])[CH3:3].[CH3:6][C:7]1[CH:12]=[C:11]([CH3:13])[CH:10]=[CH:9][C:8]=1[NH2:14].C(O[BH-](OC(=O)C)OC(=O)C)(=O)C.[Na+]. (2) Given the product [CH:17]1([NH:16][C:15]2[N:7]([C:1]3[CH:2]=[CH:3][CH:4]=[CH:5][CH:6]=3)[N:8]=[C:9]3[C:14]=2[CH:13]=[CH:12][CH:11]=[CH:10]3)[CH2:22][CH2:21][CH2:20][CH2:19][CH2:18]1, predict the reactants needed to synthesize it. The reactants are: [C:1]1([N:7]2[C:15]([NH2:16])=[C:14]3[C:9]([CH:10]=[CH:11][CH:12]=[CH:13]3)=[N:8]2)[CH:6]=[CH:5][CH:4]=[CH:3][CH:2]=1.[C:17]1(=O)[CH2:22][CH2:21][CH2:20][CH2:19][CH2:18]1.C(O)(=O)C.[Na]. (3) Given the product [F:1][C:2]1[CH:3]=[CH:4][C:5]([O:37][CH3:38])=[C:6]([C:8]2[CH:13]=[CH:12][N:11]=[C:10]3[NH:14][C:15]([CH:17]4[CH2:22][CH2:21][CH2:20][N:19]([CH2:23][CH2:24][CH2:25][NH2:26])[CH2:18]4)=[CH:16][C:9]=23)[CH:7]=1, predict the reactants needed to synthesize it. The reactants are: [F:1][C:2]1[CH:3]=[CH:4][C:5]([O:37][CH3:38])=[C:6]([C:8]2[CH:13]=[CH:12][N:11]=[C:10]3[NH:14][C:15]([CH:17]4[CH2:22][CH2:21][CH2:20][N:19]([CH2:23][CH2:24][CH2:25][NH:26]C(=O)OCC5C=CC=CC=5)[CH2:18]4)=[CH:16][C:9]=23)[CH:7]=1.[H][H]. (4) Given the product [C:1]1([C:28]2[CH:33]=[CH:32][CH:31]=[CH:30][CH:29]=2)[CH:6]=[CH:5][C:4]([O:7][C:8]2[C:9](=[O:27])[N:10]([C:20]3[CH:25]=[CH:24][C:23]([Cl:26])=[CH:22][CH:21]=3)[N:11]=[CH:12][C:13]=2[N:14]2[CH2:19][CH2:18][N:17]([C:69](=[O:68])[CH:70]([C:34]([O:36][C:37]([CH3:38])([CH3:39])[CH3:40])=[O:35])[CH3:71])[CH2:16][CH2:15]2)=[CH:3][CH:2]=1, predict the reactants needed to synthesize it. The reactants are: [C:1]1([C:28]2[CH:33]=[CH:32][CH:31]=[CH:30][CH:29]=2)[CH:6]=[CH:5][C:4]([O:7][C:8]2[C:9](=[O:27])[N:10]([C:20]3[CH:25]=[CH:24][C:23]([Cl:26])=[CH:22][CH:21]=3)[N:11]=[CH:12][C:13]=2[N:14]2[CH2:19][CH2:18][NH:17][CH2:16][CH2:15]2)=[CH:3][CH:2]=1.[C:34](N[C@H](C(O)=O)C)([O:36][C:37]([CH3:40])([CH3:39])[CH3:38])=[O:35].C(Cl)CCl.C1C=CC2N(O)N=NC=2C=1.C(N(CC)CC)C.[O:68]1C[CH2:71][CH2:70][CH2:69]1. (5) Given the product [Br:1][C:2]1[C:3]([OH:12])=[C:4]([CH:8]=[C:9]([Br:11])[CH:10]=1)[C:5]([NH:17][C:16]1[CH:15]=[C:14]([Cl:13])[CH:20]=[C:19]([Cl:21])[CH:18]=1)=[O:7], predict the reactants needed to synthesize it. The reactants are: [Br:1][C:2]1[CH:10]=[C:9]([Br:11])[CH:8]=[C:4]([C:5]([OH:7])=O)[C:3]=1[OH:12].[Cl:13][C:14]1[CH:15]=[C:16]([CH:18]=[C:19]([Cl:21])[CH:20]=1)[NH2:17].